This data is from Full USPTO retrosynthesis dataset with 1.9M reactions from patents (1976-2016). The task is: Predict the reactants needed to synthesize the given product. (1) Given the product [F:23][C:21]([F:24])([F:22])[O:20][C:17]1[CH:18]=[CH:19][C:14]([C:10]2[C:9]3[CH2:8][CH2:7][C:6]4[CH:25]=[C:2]([CH:26]=[CH2:27])[CH:3]=[CH:4][C:5]=4[C:13]=3[O:12][N:11]=2)=[CH:15][CH:16]=1, predict the reactants needed to synthesize it. The reactants are: Br[C:2]1[CH:3]=[CH:4][C:5]2[C:13]3[O:12][N:11]=[C:10]([C:14]4[CH:19]=[CH:18][C:17]([O:20][C:21]([F:24])([F:23])[F:22])=[CH:16][CH:15]=4)[C:9]=3[CH2:8][CH2:7][C:6]=2[CH:25]=1.[CH2:26]([Sn](CCCC)(CCCC)C=C)[CH2:27]CC. (2) Given the product [NH2:12][C:9]1[CH:10]=[C:11]2[C:6](=[CH:7][C:8]=1[O:16][CH2:17][CH2:18][O:19][CH3:20])[N:5]=[CH:4][C:3]([C:21]#[N:22])=[C:2]2[NH:27][C:26]1[CH:28]=[CH:29][C:30]([O:31][CH2:32][C:33]2[CH:38]=[CH:37][CH:36]=[CH:35][N:34]=2)=[C:24]([Cl:23])[CH:25]=1, predict the reactants needed to synthesize it. The reactants are: Cl[C:2]1[C:11]2[C:6](=[CH:7][C:8]([O:16][CH2:17][CH2:18][O:19][CH3:20])=[C:9]([NH:12]C(=O)C)[CH:10]=2)[N:5]=[CH:4][C:3]=1[C:21]#[N:22].[Cl:23][C:24]1[CH:25]=[C:26]([CH:28]=[CH:29][C:30]=1[O:31][CH2:32][C:33]1[CH:38]=[CH:37][CH:36]=[CH:35][N:34]=1)[NH2:27].CS(O)(=O)=O.Cl.C(=O)([O-])[O-].[K+].[K+]. (3) The reactants are: [O:1]=[C:2]1[N:7]2[CH2:8][CH2:9][CH:10]([CH:21]3[CH2:26][CH2:25][N:24](C([O-])=O)[CH2:23][CH2:22]3)[N:11]([CH2:12][C:13](=[O:20])[C:14]3[CH:19]=[CH:18][CH:17]=[CH:16][CH:15]=3)[C:6]2=[N:5][C:4]([C:30]2[CH:35]=[CH:34][N:33]=[CH:32][CH:31]=2)=[CH:3]1.Cl. Given the product [O:20]=[C:13]([C:14]1[CH:15]=[CH:16][CH:17]=[CH:18][CH:19]=1)[CH2:12][N:11]1[C:6]2=[N:5][C:4]([C:30]3[CH:31]=[CH:32][N:33]=[CH:34][CH:35]=3)=[CH:3][C:2](=[O:1])[N:7]2[CH2:8][CH2:9][CH:10]1[CH:21]1[CH2:22][CH2:23][NH:24][CH2:25][CH2:26]1, predict the reactants needed to synthesize it. (4) Given the product [CH:1]1([CH2:8][CH:9]2[NH:20][C:16](=[O:19])[NH:15][C:11]2=[O:13])[CH2:7][CH2:6][CH2:5][CH2:4][CH2:3][CH2:2]1, predict the reactants needed to synthesize it. The reactants are: [CH:1]1([C:8](=O)[CH3:9])[CH2:7][CH2:6][CH2:5][CH2:4][CH2:3][CH2:2]1.[CH2:11]([OH:13])C.[Cl-].[NH4+:15].[C:16](=[O:19])([O-])[O-].[NH4+:20].[NH4+].[C-]#N.[K+]. (5) Given the product [Cl:1][C:2]1[CH:26]=[C:25]([Cl:27])[C:24]([O:28][CH3:29])=[CH:23][C:3]=1[NH:4][C:5]1[C:14]2[C:9](=[CH:10][C:11]([O:22][CH2:45][CH2:44][CH2:43][N:40]3[CH2:41][CH2:42][N:37]([C:35]([O:34][C:30]([CH3:31])([CH3:33])[CH3:32])=[O:36])[CH2:38][CH2:39]3)=[CH:12][C:13]=2[O:15][CH:16]2[CH2:21][CH2:20][O:19][CH2:18][CH2:17]2)[N:8]=[CH:7][N:6]=1, predict the reactants needed to synthesize it. The reactants are: [Cl:1][C:2]1[CH:26]=[C:25]([Cl:27])[C:24]([O:28][CH3:29])=[CH:23][C:3]=1[NH:4][C:5]1[C:14]2[C:9](=[CH:10][C:11]([OH:22])=[CH:12][C:13]=2[O:15][CH:16]2[CH2:21][CH2:20][O:19][CH2:18][CH2:17]2)[N:8]=[CH:7][N:6]=1.[C:30]([O:34][C:35]([N:37]1[CH2:42][CH2:41][N:40]([CH2:43][CH2:44][CH2:45]O)[CH2:39][CH2:38]1)=[O:36])([CH3:33])([CH3:32])[CH3:31].